Predict the reactants needed to synthesize the given product. From a dataset of Full USPTO retrosynthesis dataset with 1.9M reactions from patents (1976-2016). Given the product [C:22]([CH2:21][C:10]1[N:9]([C@H:6]2[CH2:7][CH2:8][C@H:3]([CH2:2][NH:1][C:32](=[O:33])[O:34][CH2:35][CH3:36])[CH2:4][CH2:5]2)[C:13]2=[C:14]3[S:20][CH:19]=[CH:18][C:15]3=[N:16][CH:17]=[C:12]2[N:11]=1)#[N:23], predict the reactants needed to synthesize it. The reactants are: [NH2:1][CH2:2][C@H:3]1[CH2:8][CH2:7][C@H:6]([N:9]2[C:13]3=[C:14]4[S:20][CH:19]=[CH:18][C:15]4=[N:16][CH:17]=[C:12]3[N:11]=[C:10]2[CH2:21][C:22]#[N:23])[CH2:5][CH2:4]1.C(N(CC)CC)C.Cl[C:32]([O:34][CH2:35][CH3:36])=[O:33].